Dataset: CYP2C19 inhibition data for predicting drug metabolism from PubChem BioAssay. Task: Regression/Classification. Given a drug SMILES string, predict its absorption, distribution, metabolism, or excretion properties. Task type varies by dataset: regression for continuous measurements (e.g., permeability, clearance, half-life) or binary classification for categorical outcomes (e.g., BBB penetration, CYP inhibition). Dataset: cyp2c19_veith. (1) The compound is O=C(O)CSc1cc(C(F)(F)F)nc(-c2ccccn2)n1. The result is 0 (non-inhibitor). (2) The molecule is Cn1cccc1CNC(=O)Nc1ccc(Cl)c(Cl)c1. The result is 1 (inhibitor). (3) The result is 0 (non-inhibitor). The compound is O=C(O)/C=C\C(=O)Nc1ccc2c(c1)-c1ccccc1C2. (4) The molecule is O=C(c1ccco1)N1CCC[C@@]2(CCN(C(c3ccccc3)c3ccccc3)C2)C1. The result is 0 (non-inhibitor). (5) The drug is COc1ccc(/C=N/NC(=O)c2ccccc2)cc1CN1CCN(c2ccc(F)cc2)CC1. The result is 1 (inhibitor). (6) The molecule is O=C(c1cccc(F)c1)N1CCC2(CC1)CN(c1ncccn1)C2. The result is 0 (non-inhibitor). (7) The compound is c1cncc(CNc2ncncc2-c2ccc3c(c2)OCO3)c1. The result is 1 (inhibitor).